From a dataset of Forward reaction prediction with 1.9M reactions from USPTO patents (1976-2016). Predict the product of the given reaction. (1) Given the reactants [O:1]=[C:2]1[N:6]2[CH2:7][CH2:8][NH:9][CH2:10][C@H:5]2[CH2:4][N:3]1[CH2:11][C:12]([CH3:17])(C)[C:13]([OH:15])=[O:14].F[C:19](F)(F)[C:20](O)=O.N[C@@H]1CCC[C@@H]1C(OCC)=O, predict the reaction product. The product is: [O:1]=[C:2]1[N:6]2[CH2:7][CH2:8][NH:9][CH2:10][C@H:5]2[CH2:4][N:3]1[C@@H:11]1[CH2:20][CH2:19][CH2:17][C@@H:12]1[C:13]([OH:15])=[O:14]. (2) Given the reactants [Cl:1][C:2]1[S:6][C:5]([S:7]([NH:10][C:11]2[CH:19]=[CH:18][C:14]([C:15]([OH:17])=[O:16])=[C:13]([OH:20])[CH:12]=2)(=[O:9])=[O:8])=[CH:4][C:3]=1[C:21]1[CH:26]=[CH:25][CH:24]=[C:23]([F:27])[CH:22]=1.[CH2:28](O)[CH2:29][OH:30], predict the reaction product. The product is: [Cl:1][C:2]1[S:6][C:5]([S:7]([NH:10][C:11]2[CH:19]=[CH:18][C:14]([C:15]([O:17][CH2:28][CH2:29][OH:30])=[O:16])=[C:13]([OH:20])[CH:12]=2)(=[O:8])=[O:9])=[CH:4][C:3]=1[C:21]1[CH:26]=[CH:25][CH:24]=[C:23]([F:27])[CH:22]=1.